This data is from Catalyst prediction with 721,799 reactions and 888 catalyst types from USPTO. The task is: Predict which catalyst facilitates the given reaction. Reactant: [CH:1]1([CH2:6][C@H:7]([N:11]2[CH2:15][C:14]3[CH2:16][C:17]4[CH:18]=[CH:19][CH:20]=[CH:21][C:22]=4[O:23][C:13]=3[C:12]2=[O:24])[C:8]([OH:10])=O)[CH2:5][CH2:4][CH2:3][CH2:2]1.Cl.CN(C)CCCN=C=NCC.ON1C2C=CC=CC=2N=N1.[NH2:47][C:48]1[CH:52]=[CH:51][N:50]([CH2:53][C:54]([CH3:57])([OH:56])[CH3:55])[N:49]=1. Product: [CH:1]1([CH2:6][C@H:7]([N:11]2[CH2:15][C:14]3[CH2:16][C:17]4[CH:18]=[CH:19][CH:20]=[CH:21][C:22]=4[O:23][C:13]=3[C:12]2=[O:24])[C:8]([NH:47][C:48]2[CH:52]=[CH:51][N:50]([CH2:53][C:54]([OH:56])([CH3:55])[CH3:57])[N:49]=2)=[O:10])[CH2:2][CH2:3][CH2:4][CH2:5]1. The catalyst class is: 2.